This data is from Reaction yield outcomes from USPTO patents with 853,638 reactions. The task is: Predict the reaction yield, written as a fraction of the theoretical maximum amount of product (1.0 means a 100% yield; for example, 0.34 means a 34% yield). (1) The reactants are [CH3:1][S:2]([C:5]1[CH:6]=[CH:7][C:8]([O:14][CH:15]([CH3:20])[C:16]([F:19])([F:18])[F:17])=[C:9]([CH:13]=1)[C:10]([OH:12])=O)(=[O:4])=[O:3].Cl.[F:22][C:23]([F:36])([F:35])[C:24]1[S:28][C:27]([N:29]2[CH2:34][CH2:33][NH:32][CH2:31][CH2:30]2)=[N:26][CH:25]=1. No catalyst specified. The product is [CH3:1][S:2]([C:5]1[CH:6]=[CH:7][C:8]([O:14][CH:15]([CH3:20])[C:16]([F:19])([F:18])[F:17])=[C:9]([C:10]([N:32]2[CH2:33][CH2:34][N:29]([C:27]3[S:28][C:24]([C:23]([F:36])([F:22])[F:35])=[CH:25][N:26]=3)[CH2:30][CH2:31]2)=[O:12])[CH:13]=1)(=[O:3])=[O:4]. The yield is 0.640. (2) The product is [NH2:21][C:16]1[CH:17]=[N:18][CH:19]=[CH:20][C:15]=1[CH:12]1[CH2:13][CH2:14][N:9]([CH3:8])[C:10](=[O:29])[CH2:11]1. The catalyst is C(Cl)Cl. The yield is 0.970. The reactants are C(O)(C(F)(F)F)=O.[CH3:8][N:9]1[CH2:14][CH2:13][CH:12]([C:15]2[CH:20]=[CH:19][N:18]=[CH:17][C:16]=2[NH:21]C(=O)OC(C)(C)C)[CH2:11][C:10]1=[O:29].CO.C(Cl)Cl. (3) The reactants are [C:1]([C:5]1[CH:11]=[CH:10][C:9]([N+:12]([O-:14])=[O:13])=[CH:8][C:6]=1N)([CH3:4])([CH3:3])[CH3:2].N([O-])=[O:16].[Na+].NC(N)=O.OS(O)(=O)=O.O. The catalyst is OS(O)(=O)=O.O. The product is [C:1]([C:5]1[CH:11]=[CH:10][C:9]([N+:12]([O-:14])=[O:13])=[CH:8][C:6]=1[OH:16])([CH3:4])([CH3:3])[CH3:2]. The yield is 0.620. (4) The product is [NH2:69][C:33]1[CH:34]=[N:35][CH:36]=[CH:31][C:32]=1[C:2]1[CH:3]=[CH:4][C:5]2[C:6]3[N:20]([CH:21]4[CH2:26][CH2:25][CH2:24][CH2:23][O:22]4)[N:19]=[CH:18][C:7]=3[C:8](=[O:17])[N:9]([CH2:12][C:13]([F:14])([F:15])[F:16])[C:10]=2[CH:11]=1. The yield is 0.880. The reactants are Br[C:2]1[CH:3]=[CH:4][C:5]2[C:6]3[N:20]([CH:21]4[CH2:26][CH2:25][CH2:24][CH2:23][O:22]4)[N:19]=[CH:18][C:7]=3[C:8](=[O:17])[N:9]([CH2:12][C:13]([F:16])([F:15])[F:14])[C:10]=2[CH:11]=1.BrC1C=C[C:31]2[C:32]3NN(C4CCCCO4)C[C:33]=3[C:34](=O)[N:35](CC(F)(F)F)[C:36]=2C=1.C(=O)([O-])[O-].[K+].[K+].CC1(C)C(C)(C)OB(C2C(N)=[N:69]C=CC=2)O1.C([O-])(O)=O.[Na+]. The catalyst is CCOC(C)=O.C1C=CC(P(C2C=CC=CC=2)[C-]2C=CC=C2)=CC=1.C1C=CC(P(C2C=CC=CC=2)[C-]2C=CC=C2)=CC=1.Cl[Pd]Cl.[Fe+2].O.CN(C=O)C. (5) The reactants are [Br:1][C:2]1[CH:3]=[C:4]([C:8]([C:16]2[C:17]([C:22]#[N:23])=[N:18][CH:19]=[CH:20][CH:21]=2)=[N:9]S(C(C)(C)C)=O)[CH:5]=[CH:6][CH:7]=1.Br[C:25]1[CH:30]=[CH:29][C:28]([O:31][CH:32]([F:34])[F:33])=[C:27]([CH:35]2[CH2:37][CH2:36]2)[CH:26]=1. No catalyst specified. The product is [Br:1][C:2]1[CH:3]=[C:4]([C:8]2([C:25]3[CH:30]=[CH:29][C:28]([O:31][CH:32]([F:33])[F:34])=[C:27]([CH:35]4[CH2:36][CH2:37]4)[CH:26]=3)[C:16]3[C:17](=[N:18][CH:19]=[CH:20][CH:21]=3)[C:22]([NH2:23])=[N:9]2)[CH:5]=[CH:6][CH:7]=1. The yield is 0.680. (6) The reactants are Br[C:2]1[CH:7]=[CH:6][C:5]([N+:8]([O-:10])=[O:9])=[CH:4][CH:3]=1.[N:11]1[CH:16]=[CH:15][C:14](B(O)O)=[CH:13][CH:12]=1.C([O-])([O-])=O.[Na+].[Na+].COCCOC. The catalyst is C1C=CC([P]([Pd]([P](C2C=CC=CC=2)(C2C=CC=CC=2)C2C=CC=CC=2)([P](C2C=CC=CC=2)(C2C=CC=CC=2)C2C=CC=CC=2)[P](C2C=CC=CC=2)(C2C=CC=CC=2)C2C=CC=CC=2)(C2C=CC=CC=2)C2C=CC=CC=2)=CC=1.O. The product is [N+:8]([C:5]1[CH:6]=[CH:7][C:2]([C:14]2[CH:15]=[CH:16][N:11]=[CH:12][CH:13]=2)=[CH:3][CH:4]=1)([O-:10])=[O:9]. The yield is 0.720. (7) The yield is 0.990. The catalyst is [Pd].C(OCC)(=O)C. The reactants are [CH:1](=[C:8]([C:12](=[O:14])[CH3:13])[C:9](=[O:11])[CH3:10])[C:2]1[CH:7]=[CH:6][CH:5]=[CH:4][CH:3]=1. The product is [CH2:1]([CH:8]([C:9](=[O:11])[CH3:10])[C:12](=[O:14])[CH3:13])[C:2]1[CH:7]=[CH:6][CH:5]=[CH:4][CH:3]=1. (8) The reactants are Br[C:2]1[CH:7]=[CH:6][C:5]([S:8]([N:11]([CH3:13])[CH3:12])(=[O:10])=[O:9])=[C:4]([C:14]([F:17])([F:16])[F:15])[CH:3]=1.[C:18]([C:20]1[N:24]([CH3:25])[C:23](B(O)O)=[CH:22][CH:21]=1)#[N:19].[F-].[K+]. The catalyst is C1C=CC(/C=C/C(/C=C/C2C=CC=CC=2)=O)=CC=1.C1C=CC(/C=C/C(/C=C/C2C=CC=CC=2)=O)=CC=1.C1C=CC(/C=C/C(/C=C/C2C=CC=CC=2)=O)=CC=1.[Pd].[Pd].C(P(C(C)(C)C)C(C)(C)C)(C)(C)C. The product is [C:18]([C:20]1[N:24]([CH3:25])[C:23]([C:2]2[CH:7]=[CH:6][C:5]([S:8]([N:11]([CH3:13])[CH3:12])(=[O:10])=[O:9])=[C:4]([C:14]([F:17])([F:16])[F:15])[CH:3]=2)=[CH:22][CH:21]=1)#[N:19]. The yield is 0.580. (9) The reactants are C([O:5][CH:6]([C:10]1[CH:15]=[CH:14][CH:13]=[CH:12][CH:11]=1)C(C)=C)C=CC.[C:16]1([C:18](=[CH:20][C:21](=[CH:23][CH:24]=1)C)C)[CH3:17]. No catalyst specified. The product is [CH2:15]([CH:10]([CH2:11][C:12]([CH3:13])=[CH:17][C:16]1[CH:24]=[CH:23][CH:21]=[CH:20][CH:18]=1)[CH:6]=[O:5])[CH3:14]. The yield is 0.510. (10) The reactants are [N:1]1[CH:6]=[C:5]([NH:7][C:8]2[CH:16]=[CH:15][C:11]([C:12](Cl)=[O:13])=[CH:10][CH:9]=2)[CH:4]=[N:3][CH:2]=1.[F:17][C:18]1[C:23]([C:24]([F:27])([F:26])[F:25])=[CH:22][CH:21]=[CH:20][C:19]=1[C:28]1[N:29]=[C:30]([NH2:33])[S:31][CH:32]=1. No catalyst specified. The product is [F:17][C:18]1[C:23]([C:24]([F:26])([F:25])[F:27])=[CH:22][CH:21]=[CH:20][C:19]=1[C:28]1[N:29]=[C:30]([NH:33][C:12](=[O:13])[C:11]2[CH:15]=[CH:16][C:8]([NH:7][C:5]3[CH:6]=[N:1][CH:2]=[N:3][CH:4]=3)=[CH:9][CH:10]=2)[S:31][CH:32]=1. The yield is 0.220.